Dataset: NCI-60 drug combinations with 297,098 pairs across 59 cell lines. Task: Regression. Given two drug SMILES strings and cell line genomic features, predict the synergy score measuring deviation from expected non-interaction effect. Drug 1: C1CCC(CC1)NC(=O)N(CCCl)N=O. Drug 2: C1=CC(=CC=C1C#N)C(C2=CC=C(C=C2)C#N)N3C=NC=N3. Cell line: HOP-92. Synergy scores: CSS=13.2, Synergy_ZIP=-8.58, Synergy_Bliss=-11.1, Synergy_Loewe=-11.1, Synergy_HSA=-9.24.